Dataset: Peptide-MHC class I binding affinity with 185,985 pairs from IEDB/IMGT. Task: Regression. Given a peptide amino acid sequence and an MHC pseudo amino acid sequence, predict their binding affinity value. This is MHC class I binding data. (1) The binding affinity (normalized) is 0. The peptide sequence is LMYDIINSV. The MHC is HLA-B07:02 with pseudo-sequence HLA-B07:02. (2) The peptide sequence is SSPPSYFQT. The MHC is Mamu-A01 with pseudo-sequence Mamu-A01. The binding affinity (normalized) is 0.638. (3) The peptide sequence is VMGTLVALV. The MHC is HLA-A02:01 with pseudo-sequence HLA-A02:01. The binding affinity (normalized) is 0.692. (4) The peptide sequence is NIKISLNEIL. The MHC is HLA-A02:03 with pseudo-sequence HLA-A02:03. The binding affinity (normalized) is 0.331. (5) The binding affinity (normalized) is 0.531. The MHC is HLA-B27:05 with pseudo-sequence HLA-B27:05. The peptide sequence is RMMGKNIFY.